Dataset: Forward reaction prediction with 1.9M reactions from USPTO patents (1976-2016). Task: Predict the product of the given reaction. (1) Given the reactants [Cl:1][C:2]1[CH:3]=[C:4]([O:13][CH3:14])[C:5]([S:10][CH2:11][CH3:12])=[C:6]([CH:9]=1)[CH:7]=O.CO[N:17]=CC1C=C(Br)C=CC=1SCC, predict the reaction product. The product is: [Cl:1][C:2]1[CH:3]=[C:4]([O:13][CH3:14])[C:5]([S:10][CH2:11][CH3:12])=[C:6]([CH2:7][NH2:17])[CH:9]=1. (2) Given the reactants [CH2:1]([NH:3][CH2:4][CH2:5][OH:6])[CH3:2].[C:7](Cl)(=[O:14])[C:8]1[CH:13]=[CH:12][CH:11]=[CH:10][CH:9]=1, predict the reaction product. The product is: [CH2:1]([N:3]([CH2:4][CH2:5][OH:6])[C:7](=[O:14])[C:8]1[CH:13]=[CH:12][CH:11]=[CH:10][CH:9]=1)[CH3:2]. (3) Given the reactants [F:1][C:2]1[CH:11]=[C:10]2[C:5]([CH:6]=[CH:7][C:8](=[O:15])[N:9]2[CH2:12][CH:13]=O)=[N:4][CH:3]=1.[NH:16]1[CH2:21][CH2:20][CH:19]([NH:22][C:23](=[O:29])[O:24][C:25]([CH3:28])([CH3:27])[CH3:26])[CH2:18][CH2:17]1.[BH-](OC(C)=O)(OC(C)=O)OC(C)=O.[Na+].C([O-])(O)=O.[Na+], predict the reaction product. The product is: [F:1][C:2]1[CH:11]=[C:10]2[C:5]([CH:6]=[CH:7][C:8](=[O:15])[N:9]2[CH2:12][CH2:13][N:16]2[CH2:17][CH2:18][CH:19]([NH:22][C:23](=[O:29])[O:24][C:25]([CH3:27])([CH3:26])[CH3:28])[CH2:20][CH2:21]2)=[N:4][CH:3]=1. (4) Given the reactants [N:1]1[CH:6]=[CH:5][C:4]([C:7](Cl)=[O:8])=[CH:3][CH:2]=1.[C:10]([C:13]1[C:14]([OH:23])=[C:15]([CH:20]=[CH:21][CH:22]=1)[C:16]([O:18][CH3:19])=[O:17])(=[O:12])[CH3:11].CCN(C(C)C)C(C)C.O, predict the reaction product. The product is: [C:7]([O:23][C:14]1[C:15]([C:16]([O:18][CH3:19])=[O:17])=[CH:20][CH:21]=[CH:22][C:13]=1[C:10](=[O:12])[CH3:11])(=[O:8])[C:4]1[CH:5]=[CH:6][N:1]=[CH:2][CH:3]=1. (5) Given the reactants C(S[C:4]1[NH:13][C:12](=[O:14])[C:11]2[CH:10]=[CH:9][C:8]3[O:15][C:16]([F:19])([F:18])[O:17][C:7]=3[C:6]=2[N:5]=1)C.Cl.C([OH:23])C, predict the reaction product. The product is: [F:18][C:16]1([F:19])[O:15][C:8]2[CH:9]=[CH:10][C:11]3[C:12](=[O:14])[NH:13][C:4](=[O:23])[NH:5][C:6]=3[C:7]=2[O:17]1. (6) The product is: [Cl:1][C:2]1[C:7]([C:12]2[CH:22]=[CH:21][C:15]([C:16]([O:18][CH2:19][CH3:20])=[O:17])=[CH:14][CH:13]=2)=[N:6][CH:5]=[C:4]([Cl:8])[N:3]=1. Given the reactants [Cl:1][C:2]1[CH:7]=[N:6][CH:5]=[C:4]([Cl:8])[N:3]=1.[Li+].[Cl-].I[C:12]1[CH:22]=[CH:21][C:15]([C:16]([O:18][CH2:19][CH3:20])=[O:17])=[CH:14][CH:13]=1.[NH4+].[Cl-], predict the reaction product. (7) The product is: [S:5]([N:1]=[N+:2]=[N-:3])([C:8]1[CH:14]=[CH:13][C:11]([CH3:12])=[CH:10][CH:9]=1)(=[O:7])=[O:6]. Given the reactants [N-:1]=[N+:2]=[N-:3].[Na+].[S:5](Cl)([C:8]1[CH:14]=[CH:13][C:11]([CH3:12])=[CH:10][CH:9]=1)(=[O:7])=[O:6], predict the reaction product.